From a dataset of Experimentally validated miRNA-target interactions with 360,000+ pairs, plus equal number of negative samples. Binary Classification. Given a miRNA mature sequence and a target amino acid sequence, predict their likelihood of interaction. (1) The miRNA is hsa-miR-6780a-5p with sequence UUGGGAGGGAAGACAGCUGGAGA. The protein sequence of the target gene is MAFRQALQLAACGLAGGSAAVLFSAVAVGKPRAGGDAEPRPAEPPAWAGGARPGPGVWDPNWDRREPLSLINVRKRNVESGEEELASKLDHYKAKATRHIFLIRHSQYHVDGSLEKDRTLTPLGREQAELTGLRLASLGLKFNKIVHSSMTRAIETTDIISRHLPGVCKVSTDLLREGAPIEPDPPVSHWKPEAVQYYEDGARIEAAFRNYIHRADARQEEDSYEIFICHANVIRYIVCRALQFPPEGWLRLSLNNGSITHLVIRPNGRVALRTLGDTGFMPPDKITRS. Result: 1 (interaction). (2) The miRNA is bta-miR-21-5p with sequence UAGCUUAUCAGACUGAUGUUGACU. The protein sequence of the target gene is MATDISESSGADCKGDTKNSAKLDADYPLRVLYCGVCSLPTEYCEYMPDVAKCRQWLEKNFPNEFAKLTVENSPKQETGITEGQGPVGEEEEKKKQKRGGRGQIKQKKKTVPQKVTIAKIPRAKKKYVTRVCGLATFEIDLKEAQRFFAQKFSCGASVTGEDEIIIQGDFTDDIIDVIQEKWPEVDDDSIEDLGEVKK. Result: 0 (no interaction).